Dataset: Full USPTO retrosynthesis dataset with 1.9M reactions from patents (1976-2016). Task: Predict the reactants needed to synthesize the given product. Given the product [F:20][C:16]1([F:21])[CH2:17][CH2:18][CH2:19][N:14]([CH2:13][C:11]2[O:12][C:3]3[C:2]([C:34]4[CH:33]=[CH:32][N:31]=[C:30]([O:29][CH2:28][CH:25]5[CH2:26][CH2:27][O:22][CH2:23][CH2:24]5)[CH:35]=4)=[CH:7][N:6]([CH3:8])[C:5](=[O:9])[C:4]=3[CH:10]=2)[CH2:15]1, predict the reactants needed to synthesize it. The reactants are: Br[C:2]1[C:3]2[O:12][C:11]([CH2:13][N:14]3[CH2:19][CH2:18][CH2:17][C:16]([F:21])([F:20])[CH2:15]3)=[CH:10][C:4]=2[C:5](=[O:9])[N:6]([CH3:8])[CH:7]=1.[O:22]1[CH2:27][CH2:26][CH:25]([CH2:28][O:29][C:30]2[CH:35]=[C:34](B3OC(C)(C)C(C)(C)O3)[CH:33]=[CH:32][N:31]=2)[CH2:24][CH2:23]1.C(=O)([O-])[O-].[K+].[K+].C1(C)C=CC=CC=1.